This data is from Retrosynthesis with 50K atom-mapped reactions and 10 reaction types from USPTO. The task is: Predict the reactants needed to synthesize the given product. Given the product Cc1cc(C#Cc2cn(CC3CC3)c(C)n2)ccn1, predict the reactants needed to synthesize it. The reactants are: BrCC1CC1.Cc1cc(C#Cc2c[nH]c(C)n2)ccn1.